Dataset: Forward reaction prediction with 1.9M reactions from USPTO patents (1976-2016). Task: Predict the product of the given reaction. (1) Given the reactants [Sn](Cl)(Cl)(Cl)Cl.C(O[C@@H:10]1[O:27][C@H:26]([CH2:28][O:29][C:30](=[O:32])[CH3:31])[C@@H:21]([O:22][C:23](=[O:25])[CH3:24])[C@H:16]([O:17][C:18](=[O:20])[CH3:19])[C@H:11]1[O:12][C:13](=[O:15])[CH3:14])(=O)C.[CH2:33]([O:35][C:36]1[CH:41]=[CH:40][C:39]([CH3:42])=[CH:38][C:37]=1[O:43][CH2:44][CH3:45])[CH3:34].C(=O)(O)[O-].[Na+], predict the reaction product. The product is: [C:13]([O:12][C@@H:11]1[C@@H:16]([O:17][C:18](=[O:20])[CH3:19])[C@H:21]([O:22][C:23](=[O:25])[CH3:24])[C@@H:26]([CH2:28][O:29][C:30](=[O:32])[CH3:31])[O:27][C@H:10]1[C:41]1[CH:40]=[C:39]([CH3:42])[CH:38]=[C:37]([O:43][CH2:44][CH3:45])[C:36]=1[O:35][CH2:33][CH3:34])(=[O:15])[CH3:14]. (2) The product is: [CH3:13][CH:12]1[C:14]2([CH2:19][CH2:18][O:17][CH2:16][CH2:15]2)[O:6]1. Given the reactants ClC1C=C(C=CC=1)C(OO)=[O:6].[CH:12](=[C:14]1[CH2:19][CH2:18][O:17][CH2:16][CH2:15]1)[CH3:13], predict the reaction product.